From a dataset of Catalyst prediction with 721,799 reactions and 888 catalyst types from USPTO. Predict which catalyst facilitates the given reaction. (1) Reactant: F[C:2]1[CH:3]=[C:4]([CH3:11])[CH:5]=[CH:6][C:7]=1[N+:8]([O-:10])=[O:9].C(N(C(C)C)CC)(C)C.Cl.Cl.[CH3:23][CH:24]([O:26][C@H:27]1[CH2:32][CH2:31][C@H:30]([N:33]2[CH2:38][CH2:37][CH:36]([NH2:39])[CH2:35][CH2:34]2)[CH2:29][CH2:28]1)[CH3:25]. Product: [CH3:25][CH:24]([O:26][C@H:27]1[CH2:28][CH2:29][C@H:30]([N:33]2[CH2:34][CH2:35][CH:36]([NH:39][C:2]3[CH:3]=[C:4]([CH3:11])[CH:5]=[CH:6][C:7]=3[N+:8]([O-:10])=[O:9])[CH2:37][CH2:38]2)[CH2:31][CH2:32]1)[CH3:23]. The catalyst class is: 9. (2) Reactant: [CH:1]1([C:4]2[CH:5]=[CH:6][C:7]([C:10]([F:17])([F:16])[C:11]([O:13]CC)=[O:12])=[N:8][CH:9]=2)[CH2:3][CH2:2]1.CO.O.O.[OH-].[Li+]. Product: [CH:1]1([C:4]2[CH:5]=[CH:6][C:7]([C:10]([F:17])([F:16])[C:11]([OH:13])=[O:12])=[N:8][CH:9]=2)[CH2:3][CH2:2]1. The catalyst class is: 7. (3) Reactant: FC(F)(F)S(O[C:7]1[CH:12]=[C:11]([F:13])[C:10]([F:14])=[CH:9][C:8]=1[CH2:15][CH3:16])(=O)=O.C([O-])(=O)C.[K+].[CH3:24][C:25]1([CH3:41])[C:29]([CH3:31])([CH3:30])[O:28][B:27]([B:27]2[O:28][C:29]([CH3:31])([CH3:30])[C:25]([CH3:41])([CH3:24])[O:26]2)[O:26]1. Product: [CH2:15]([C:8]1[CH:9]=[C:10]([F:14])[C:11]([F:13])=[CH:12][C:7]=1[B:27]1[O:28][C:29]([CH3:31])([CH3:30])[C:25]([CH3:41])([CH3:24])[O:26]1)[CH3:16]. The catalyst class is: 75.